From a dataset of Full USPTO retrosynthesis dataset with 1.9M reactions from patents (1976-2016). Predict the reactants needed to synthesize the given product. (1) Given the product [C:1]([C:3]1[CH:4]=[CH:5][C:6]([CH2:7][NH:8][C:9](=[O:20])[CH:10]([C:13]2[CH:18]=[CH:17][C:16]([O:19][CH2:25][CH2:24][OH:26])=[CH:15][CH:14]=2)[O:11][CH3:12])=[CH:21][CH:22]=1)#[N:2], predict the reactants needed to synthesize it. The reactants are: [C:1]([C:3]1[CH:22]=[CH:21][C:6]([CH2:7][NH:8][C:9](=[O:20])[CH:10]([C:13]2[CH:18]=[CH:17][C:16]([OH:19])=[CH:15][CH:14]=2)[O:11][CH3:12])=[CH:5][CH:4]=1)#[N:2].Br[CH:24]([OH:26])[CH3:25].C(=O)([O-])[O-].[Cs+].[Cs+]. (2) Given the product [N:28]1[C:27]2[S:31][CH:32]=[CH:33][C:26]=2[C:25]([NH:16][C:17]2[C:18]([C:19]([NH:15][C:12]3[CH:13]=[CH:14][C:9]([CH2:8][N:5]4[CH2:6][CH2:7][N:2]([CH3:1])[CH2:3][CH2:4]4)=[CH:10][CH:11]=3)=[O:36])=[N:20][NH:23][CH:21]=2)=[N:30][CH:29]=1, predict the reactants needed to synthesize it. The reactants are: [CH3:1][N:2]1[CH2:7][CH2:6][N:5]([CH2:8][C:9]2[CH:14]=[CH:13][C:12]([N:15]3[CH:19]=[C:18]([NH2:20])[C:17]([C:21]([NH2:23])=O)=[N:16]3)=[CH:11][CH:10]=2)[CH2:4][CH2:3]1.Cl[C:25]1[C:26]2[CH:33]=[CH:32][S:31][C:27]=2[N:28]=[CH:29][N:30]=1.C(O)(=[O:36])C.[OH-].[Na+]. (3) Given the product [OH:29][NH:28][C:13](=[O:14])[C:12]([S:9]([C:6]1[CH:5]=[CH:4][C:3]([O:2][CH3:1])=[CH:8][CH:7]=1)(=[O:10])=[O:11])([CH2:20][C:21]1[CH:22]=[N:23][CH:24]=[CH:25][CH:26]=1)[CH2:16][CH2:17][CH2:18][CH3:19], predict the reactants needed to synthesize it. The reactants are: [CH3:1][O:2][C:3]1[CH:8]=[CH:7][C:6]([S:9]([C:12]([CH2:20][C:21]2[CH:22]=[N:23][CH:24]=[CH:25][CH:26]=2)([CH2:16][CH2:17][CH2:18][CH3:19])[C:13](O)=[O:14])(=[O:11])=[O:10])=[CH:5][CH:4]=1.Cl.[NH2:28][OH:29].[K+].[Br-]. (4) The reactants are: [I:1][C:2]1[CH:3]=[CH:4][C:5]2[N:6]([CH:8]=[C:9]([NH2:11])[N:10]=2)[N:7]=1.[C:12](Cl)(=[O:15])[CH2:13][CH3:14]. Given the product [I:1][C:2]1[CH:3]=[CH:4][C:5]2[N:6]([CH:8]=[C:9]([NH:11][C:12](=[O:15])[CH2:13][CH3:14])[N:10]=2)[N:7]=1, predict the reactants needed to synthesize it.